Dataset: NCI-60 drug combinations with 297,098 pairs across 59 cell lines. Task: Regression. Given two drug SMILES strings and cell line genomic features, predict the synergy score measuring deviation from expected non-interaction effect. (1) Cell line: U251. Drug 1: CC1=CC=C(C=C1)C2=CC(=NN2C3=CC=C(C=C3)S(=O)(=O)N)C(F)(F)F. Synergy scores: CSS=4.90, Synergy_ZIP=0.713, Synergy_Bliss=6.42, Synergy_Loewe=2.78, Synergy_HSA=3.55. Drug 2: C1CC(=O)NC(=O)C1N2C(=O)C3=CC=CC=C3C2=O. (2) Drug 1: CC1C(C(=O)NC(C(=O)N2CCCC2C(=O)N(CC(=O)N(C(C(=O)O1)C(C)C)C)C)C(C)C)NC(=O)C3=C4C(=C(C=C3)C)OC5=C(C(=O)C(=C(C5=N4)C(=O)NC6C(OC(=O)C(N(C(=O)CN(C(=O)C7CCCN7C(=O)C(NC6=O)C(C)C)C)C)C(C)C)C)N)C. Cell line: HOP-92. Drug 2: C(=O)(N)NO. Synergy scores: CSS=4.37, Synergy_ZIP=0.794, Synergy_Bliss=4.38, Synergy_Loewe=-5.52, Synergy_HSA=2.16. (3) Drug 1: C1=CC=C(C=C1)NC(=O)CCCCCCC(=O)NO. Drug 2: CS(=O)(=O)OCCCCOS(=O)(=O)C. Cell line: OVCAR3. Synergy scores: CSS=15.4, Synergy_ZIP=-0.204, Synergy_Bliss=4.86, Synergy_Loewe=-3.42, Synergy_HSA=1.76.